From a dataset of Full USPTO retrosynthesis dataset with 1.9M reactions from patents (1976-2016). Predict the reactants needed to synthesize the given product. (1) The reactants are: C(P([CH:8]([CH3:10])[CH3:9])C(C)C)(C)C.C(P(=O)([CH:18]([CH3:20])[CH3:19])C(C)C)(C)C.[C:22]1([C:22]2[CH:27]=[CH:26][CH:25]=[CH:24][CH:23]=2)[CH:27]=[CH:26][CH:25]=[CH:24][CH:23]=1.CP(C)C.C1(P(C2CCCCC2)C2CCCCC2)CCCCC1.C1(P(C2C=CC=CC=2)C2C=CC=CC=2)C=CC=CC=1.C(P(C(C)(C)C)C(C)(C)C)(C)(C)C.C([O-])(=[O:91])C.C(O)(C(F)(F)F)C(F)(F)F.P.FC(F)(F)C(O)=O.C1(=O)CCCCC1.IC1C=CC=CC=1. Given the product [C:22]1([CH:9]2[CH2:8][CH2:10][CH2:19][C:18](=[O:91])[CH2:20]2)[CH:27]=[CH:26][CH:25]=[CH:24][CH:23]=1, predict the reactants needed to synthesize it. (2) Given the product [CH3:14][C:13]([Si:10]([CH3:12])([CH3:11])[O:9][CH2:8][C:6]1[CH:5]=[C:4]([O:17][CH3:18])[N:3]=[C:2](/[CH:35]=[CH:34]/[C:33]([O:37][CH2:38][CH2:39][CH2:40][CH3:41])=[O:36])[CH:7]=1)([CH3:16])[CH3:15], predict the reactants needed to synthesize it. The reactants are: Cl[C:2]1[CH:7]=[C:6]([CH2:8][O:9][Si:10]([C:13]([CH3:16])([CH3:15])[CH3:14])([CH3:12])[CH3:11])[CH:5]=[C:4]([O:17][CH3:18])[N:3]=1.N(C)(C1CCCCC1)C1CCCCC1.[C:33]([O:37][CH2:38][CH2:39][CH2:40][CH3:41])(=[O:36])[CH:34]=[CH2:35].O. (3) Given the product [CH2:10]1[C:14]2([CH2:18][CH2:17][NH:16][CH2:15]2)[CH2:13][CH2:12][N:11]1[C:2]1[CH:9]=[CH:8][CH:7]=[CH:6][C:3]=1[CH:4]=[O:5], predict the reactants needed to synthesize it. The reactants are: F[C:2]1[CH:9]=[CH:8][CH:7]=[CH:6][C:3]=1[CH:4]=[O:5].[CH2:10]1[C:14]2([CH2:18][CH2:17][NH:16][CH2:15]2)[CH2:13][CH2:12][N:11]1C(OC(C)(C)C)=O. (4) Given the product [Br:1][C:2]1[CH:7]=[CH:6][CH:5]=[C:4]2[C:3]=1[CH2:8][CH2:9][O:10][CH:12]2[C:11]([OH:15])=[O:14], predict the reactants needed to synthesize it. The reactants are: [Br:1][C:2]1[CH:7]=[CH:6][CH:5]=[CH:4][C:3]=1[CH2:8][CH2:9][OH:10].[C:11]([OH:15])(=[O:14])[CH:12]=O. (5) Given the product [O:1]1[CH2:6][CH2:5][N:4]([S:7]([N:10]2[CH:19]([C:20]([NH:41][OH:40])=[O:22])[CH2:18][C:17]3[C:12](=[CH:13][CH:14]=[CH:15][CH:16]=3)[CH2:11]2)(=[O:9])=[O:8])[CH2:3][CH2:2]1, predict the reactants needed to synthesize it. The reactants are: [O:1]1[CH2:6][CH2:5][N:4]([S:7]([N:10]2[CH:19]([C:20]([OH:22])=O)[CH2:18][C:17]3[C:12](=[CH:13][CH:14]=[CH:15][CH:16]=3)[CH2:11]2)(=[O:9])=[O:8])[CH2:3][CH2:2]1.CN1CCOCC1.ClC(OCC(C)C)=O.C[Si](C)(C)[O:40][NH2:41].Cl.